Dataset: Forward reaction prediction with 1.9M reactions from USPTO patents (1976-2016). Task: Predict the product of the given reaction. (1) Given the reactants [Cl:1][C:2]1[CH:10]=[C:9]2[C:5]([C:6](I)=[N:7][N:8]2[CH2:11][CH3:12])=[CH:4][CH:3]=1.C([Mg]Cl)(C)C.[CH2:19]([Sn:23]([CH2:29][CH2:30][CH2:31][CH3:32])([CH2:25][CH2:26][CH2:27][CH3:28])Cl)[CH2:20][CH2:21][CH3:22], predict the reaction product. The product is: [Cl:1][C:2]1[CH:10]=[C:9]2[C:5]([C:6]([Sn:23]([CH2:25][CH2:26][CH2:27][CH3:28])([CH2:29][CH2:30][CH2:31][CH3:32])[CH2:19][CH2:20][CH2:21][CH3:22])=[N:7][N:8]2[CH2:11][CH3:12])=[CH:4][CH:3]=1. (2) Given the reactants [C:1]([O:5][C:6]([NH:8][C@@H:9]([CH2:32][C:33]1[CH:34]=[N:35][C:36]([C:39]([F:42])([F:41])[F:40])=[CH:37][CH:38]=1)[CH2:10][CH2:11][C:12]1[S:16][C:15]([C:17]2[CH:18]=[CH:19][C:20]([N+:29]([O-])=O)=[C:21]([CH2:23][C:24](OCC)=[O:25])[CH:22]=2)=[N:14][N:13]=1)=[O:7])([CH3:4])([CH3:3])[CH3:2].Cl.C([O-])(O)=O.[Na+], predict the reaction product. The product is: [O:25]=[C:24]1[CH2:23][C:21]2[C:20](=[CH:19][CH:18]=[C:17]([C:15]3[S:16][C:12]([CH2:11][CH2:10][C@@H:9]([NH:8][C:6](=[O:7])[O:5][C:1]([CH3:2])([CH3:3])[CH3:4])[CH2:32][C:33]4[CH:34]=[N:35][C:36]([C:39]([F:42])([F:41])[F:40])=[CH:37][CH:38]=4)=[N:13][N:14]=3)[CH:22]=2)[NH:29]1. (3) The product is: [Cl:22][C:23]1[N:28]=[C:27]([Sn:13]([CH2:12][CH2:11][CH2:10][CH3:9])([CH2:18][CH2:19][CH2:20][CH3:21])[CH2:14][CH2:15][CH2:16][CH3:17])[CH:26]=[CH:25][N:24]=1.[Cl:29][C:27]1[CH:26]=[CH:25][N:24]=[C:23]([Sn:13]([CH2:12][CH2:11][CH2:10][CH3:9])([CH2:18][CH2:19][CH2:20][CH3:21])[CH2:14][CH2:15][CH2:16][CH3:17])[N:28]=1. Given the reactants [Li+].CC([N-]C(C)C)C.[CH3:9][CH2:10][CH2:11][CH2:12][SnH:13]([CH2:18][CH2:19][CH2:20][CH3:21])[CH2:14][CH2:15][CH2:16][CH3:17].[Cl:22][C:23]1[N:28]=[C:27]([Cl:29])[CH:26]=[CH:25][N:24]=1, predict the reaction product. (4) Given the reactants Cl[C:2]1[N:7]=[C:6]([O:8][C:9]2[CH:14]=[CH:13][C:12]([NH:15][C:16](=[O:18])[CH3:17])=[CH:11][C:10]=2[F:19])[CH:5]=[CH:4][N:3]=1.[F:20][C:21]1[CH:27]=[CH:26][C:24]([NH2:25])=[CH:23][CH:22]=1.[O:28]1CCOCC1, predict the reaction product. The product is: [CH3:6][OH:8].[NH4+:3].[OH-:28].[F:19][C:10]1[CH:11]=[C:12]([NH:15][C:16](=[O:18])[CH3:17])[CH:13]=[CH:14][C:9]=1[O:8][C:6]1[CH:5]=[CH:4][N:3]=[C:2]([NH:25][C:24]2[CH:26]=[CH:27][C:21]([F:20])=[CH:22][CH:23]=2)[N:7]=1. (5) The product is: [CH3:1][O:2][CH2:3][C@@H:4]([O:6][C:7]1[CH:8]=[C:9]([CH:13]=[C:14]([O:16][CH2:17][C:18]2[CH:19]=[CH:20][CH:21]=[CH:22][CH:23]=2)[CH:15]=1)[C:10]#[N:12])[CH3:5]. Given the reactants [CH3:1][O:2][CH2:3][C@@H:4]([O:6][C:7]1[CH:8]=[C:9]([CH:13]=[C:14]([O:16][CH2:17][C:18]2[CH:23]=[CH:22][CH:21]=[CH:20][CH:19]=2)[CH:15]=1)[C:10]([NH2:12])=O)[CH3:5].N1C=CC=CC=1.FC(F)(F)C(OC(=O)C(F)(F)F)=O, predict the reaction product. (6) Given the reactants [C:1]([O:7][C:8]1[CH:13]=[CH:12][CH:11]=[C:10]([CH2:14]Br)[CH:9]=1)(=[O:6])[C:2]([CH3:5])([CH3:4])[CH3:3].[P:16]([O:23]CC)([O:20][CH2:21][CH3:22])[O:17][CH2:18][CH3:19], predict the reaction product. The product is: [C:1]([O:7][C:8]1[CH:13]=[CH:12][CH:11]=[C:10]([CH2:14][P:16]([O:20][CH2:21][CH3:22])([O:17][CH2:18][CH3:19])=[O:23])[CH:9]=1)(=[O:6])[C:2]([CH3:5])([CH3:4])[CH3:3]. (7) Given the reactants [CH2:1]([C:3]1[N:16]([C@@H:17]2[C:25]3[C:20](=[CH:21][C:22]([C:26]4[CH:31]=[CH:30][CH:29]=[CH:28][C:27]=4[C:32]4[N:36]([C:37]([C:50]5[CH:55]=[CH:54][CH:53]=[CH:52][CH:51]=5)([C:44]5[CH:49]=[CH:48][CH:47]=[CH:46][CH:45]=5)[C:38]5[CH:43]=[CH:42][CH:41]=[CH:40][CH:39]=5)[N:35]=[N:34][N:33]=4)=[CH:23][CH:24]=3)[CH2:19][CH2:18]2)[C:6]2=[N:7][C:8]([CH2:12][C:13](=[O:15])[CH3:14])=[CH:9][C:10]([CH3:11])=[C:5]2[N:4]=1)[CH3:2].[BH4-].[Na+], predict the reaction product. The product is: [CH2:1]([C:3]1[N:16]([C@@H:17]2[C:25]3[C:20](=[CH:21][C:22]([C:26]4[CH:31]=[CH:30][CH:29]=[CH:28][C:27]=4[C:32]4[N:36]([C:37]([C:44]5[CH:49]=[CH:48][CH:47]=[CH:46][CH:45]=5)([C:50]5[CH:51]=[CH:52][CH:53]=[CH:54][CH:55]=5)[C:38]5[CH:39]=[CH:40][CH:41]=[CH:42][CH:43]=5)[N:35]=[N:34][N:33]=4)=[CH:23][CH:24]=3)[CH2:19][CH2:18]2)[C:6]2=[N:7][C:8]([CH2:12][CH:13]([OH:15])[CH3:14])=[CH:9][C:10]([CH3:11])=[C:5]2[N:4]=1)[CH3:2]. (8) The product is: [C:1]([O:5][C:6]([N:8]1[CH2:13][CH2:12][CH:11]([S:14]([C:17]2[CH:22]=[CH:21][C:20]([NH2:23])=[CH:19][CH:18]=2)(=[O:16])=[O:15])[CH2:10][CH2:9]1)=[O:7])([CH3:4])([CH3:2])[CH3:3]. Given the reactants [C:1]([O:5][C:6]([N:8]1[CH2:13][CH2:12][CH:11]([S:14]([C:17]2[CH:22]=[CH:21][C:20]([N+:23]([O-])=O)=[CH:19][CH:18]=2)(=[O:16])=[O:15])[CH2:10][CH2:9]1)=[O:7])([CH3:4])([CH3:3])[CH3:2].C(O)C.[Cl-].[NH4+], predict the reaction product. (9) Given the reactants Cl[C:2]1[CH:7]=[C:6]([C:8]2[CH:13]=[C:12]([Cl:14])[CH:11]=[CH:10][C:9]=2[CH3:15])[N:5]=[C:4]([NH2:16])[N:3]=1.[F:17][C:18]([F:27])([F:26])[C:19]1[CH:24]=[CH:23][C:22]([NH2:25])=[CH:21][CH:20]=1, predict the reaction product. The product is: [Cl:14][C:12]1[CH:11]=[CH:10][C:9]([CH3:15])=[C:8]([C:6]2[N:5]=[C:4]([NH2:16])[N:3]=[C:2]([NH:25][C:22]3[CH:23]=[CH:24][C:19]([C:18]([F:17])([F:26])[F:27])=[CH:20][CH:21]=3)[CH:7]=2)[CH:13]=1. (10) Given the reactants [Br:1][C:2]1[CH:10]=[CH:9][C:5]([C:6]([OH:8])=O)=[CH:4][C:3]=1[O:11][CH3:12].C[N:14]([CH:16]=O)C.[C:18](Cl)(=[O:22])[C:19](Cl)=O.Cl[CH2:25]Cl, predict the reaction product. The product is: [Br:1][C:2]1[CH:10]=[CH:9][C:5]([C:6]([NH:14][CH2:16][CH2:25][O:22][CH2:18][CH3:19])=[O:8])=[CH:4][C:3]=1[O:11][CH3:12].